This data is from Reaction yield outcomes from USPTO patents with 853,638 reactions. The task is: Predict the reaction yield, written as a fraction of the theoretical maximum amount of product (1.0 means a 100% yield; for example, 0.34 means a 34% yield). (1) The reactants are [CH2:1]([O:8][N:9]1[C:15](=[O:16])[N:14]2[CH2:17][C@H:10]1[CH2:11][CH2:12][C@H:13]2[C:18]([OH:20])=O)[C:2]1[CH:7]=[CH:6][CH:5]=[CH:4][CH:3]=1.Cl.C(N=C=NCCCN(C)C)C.ON1C2C=CC=CC=2N=N1.[NH:43]([C:45](=[O:56])[CH2:46][CH2:47][NH:48][C:49](=[O:55])[O:50][C:51]([CH3:54])([CH3:53])[CH3:52])[NH2:44]. The catalyst is C(Cl)Cl.C(N(CC)CC)C. The product is [C:51]([O:50][C:49](=[O:55])[NH:48][CH2:47][CH2:46][C:45]([NH:43][NH:44][C:18]([C@@H:13]1[CH2:12][CH2:11][C@@H:10]2[CH2:17][N:14]1[C:15](=[O:16])[N:9]2[O:8][CH2:1][C:2]1[CH:3]=[CH:4][CH:5]=[CH:6][CH:7]=1)=[O:20])=[O:56])([CH3:54])([CH3:52])[CH3:53]. The yield is 0.533. (2) The reactants are [CH3:1][O:2][N:3]=[C:4]1[CH2:8][N:7]([C:9]([O:11]C(C)(C)C)=O)[C@H:6]([C:16]([O:18][CH3:19])=[O:17])[CH2:5]1.[F:20][C:21]1[CH:26]=[CH:25][C:24]([C:27]2[CH:32]=[CH:31][C:30](C(O)=O)=[CH:29][CH:28]=2)=[CH:23][CH:22]=1. No catalyst specified. The product is [F:20][C:21]1[CH:22]=[CH:23][C:24]([C:27]2[CH:32]=[CH:31][C:30]([C:9]([N:7]3[CH2:8][C:4](=[N:3][O:2][CH3:1])[CH2:5][C@H:6]3[C:16]([O:18][CH3:19])=[O:17])=[O:11])=[CH:29][CH:28]=2)=[CH:25][CH:26]=1. The yield is 0.390. (3) The reactants are [CH:1]([N:14]1[CH2:17][CH:16]([NH:18][CH3:19])[CH2:15]1)([C:8]1[CH:13]=[CH:12][CH:11]=[CH:10][CH:9]=1)[C:2]1[CH:7]=[CH:6][CH:5]=[CH:4][CH:3]=1.[C:28](O[C:28]([O:30][C:31]([CH3:34])([CH3:33])[CH3:32])=[O:29])([O:30][C:31]([CH3:34])([CH3:33])[CH3:32])=[O:29]. The catalyst is ClCCl. The product is [CH:1]([N:14]1[CH2:17][CH:16]([N:18]([CH3:19])[C:28](=[O:29])[O:30][C:31]([CH3:32])([CH3:33])[CH3:34])[CH2:15]1)([C:8]1[CH:13]=[CH:12][CH:11]=[CH:10][CH:9]=1)[C:2]1[CH:3]=[CH:4][CH:5]=[CH:6][CH:7]=1. The yield is 0.950. (4) The reactants are [F:1][C:2]1[CH:7]=[CH:6][C:5]([NH:8][C:9]([C:11]2([C:14]([NH:16][C:17]3[CH:22]=[CH:21][C:20]([O:23][C:24]4[C:33]5[C:28](=[CH:29][C:30]([O:35][CH3:36])=[C:31]([OH:34])[CH:32]=5)[N:27]=[CH:26][N:25]=4)=[C:19]([F:37])[CH:18]=3)=[O:15])[CH2:13][CH2:12]2)=[O:10])=[CH:4][CH:3]=1.C1C=CC(P(C2C=CC=CC=2)C2C=CC=CC=2)=CC=1.[N:57]1([CH2:63][CH2:64][CH2:65]O)[CH2:62][CH2:61][O:60][CH2:59][CH2:58]1.CCOC(/N=N/C(OCC)=O)=O. The catalyst is C(Cl)Cl. The product is [F:1][C:2]1[CH:3]=[CH:4][C:5]([NH:8][C:9]([C:11]2([C:14]([NH:16][C:17]3[CH:22]=[CH:21][C:20]([O:23][C:24]4[C:33]5[C:28](=[CH:29][C:30]([O:35][CH3:36])=[C:31]([O:34][CH2:65][CH2:64][CH2:63][N:57]6[CH2:62][CH2:61][O:60][CH2:59][CH2:58]6)[CH:32]=5)[N:27]=[CH:26][N:25]=4)=[C:19]([F:37])[CH:18]=3)=[O:15])[CH2:13][CH2:12]2)=[O:10])=[CH:6][CH:7]=1. The yield is 0.100.